Dataset: Reaction yield outcomes from USPTO patents with 853,638 reactions. Task: Predict the reaction yield, written as a fraction of the theoretical maximum amount of product (1.0 means a 100% yield; for example, 0.34 means a 34% yield). (1) The reactants are Br[C:2]1[C:7]([CH3:8])=[CH:6][C:5]([N+:9]([O-:11])=[O:10])=[CH:4][C:3]=1[NH:12][C:13](=[O:17])[C:14]([CH3:16])=[CH2:15].C(N(CC)CC)C.C([O-])=O.[Na+]. The catalyst is [Br-].C([N+](CCCC)(CCCC)CCCC)CCC.C([O-])(=O)C.[Pd+2].C([O-])(=O)C.CN(C)C=O. The product is [CH3:15][C:14]1([CH3:16])[C:2]2[C:3](=[CH:4][C:5]([N+:9]([O-:11])=[O:10])=[CH:6][C:7]=2[CH3:8])[NH:12][C:13]1=[O:17]. The yield is 0.485. (2) The reactants are [Cl:1][C:2]1[CH:7]=[CH:6][C:5]([C:8]2[S:9][C:10]([C:14]([OH:16])=[O:15])=[C:11]([CH3:13])[N:12]=2)=[CH:4][CH:3]=1.C[Si](N[Si](C)(C)C)(C)C.C1C(=O)N([Br:33])C(=O)C1.CC(N=NC(C#N)(C)C)(C#N)C. The catalyst is C(Cl)(Cl)(Cl)Cl. The product is [Br:33][CH2:13][C:11]1[N:12]=[C:8]([C:5]2[CH:4]=[CH:3][C:2]([Cl:1])=[CH:7][CH:6]=2)[S:9][C:10]=1[C:14]([OH:16])=[O:15]. The yield is 0.720. (3) The reactants are Cl[CH2:2][C:3]1[N:7]([CH2:8][CH2:9][C:10]2[CH:15]=[CH:14][CH:13]=[CH:12][CH:11]=2)[C:6]2[CH:16]=[CH:17][CH:18]=[CH:19][C:5]=2[N:4]=1.[CH3:20][Si:21]([CH3:26])([CH3:25])[C:22]#[C:23][CH3:24]. No catalyst specified. The product is [CH2:8]([N:7]1[C:6]2[CH:16]=[CH:17][CH:18]=[CH:19][C:5]=2[N:4]=[C:3]1[CH2:2][CH2:24][C:23]#[C:22][Si:21]([CH3:26])([CH3:25])[CH3:20])[CH2:9][C:10]1[CH:15]=[CH:14][CH:13]=[CH:12][CH:11]=1. The yield is 1.00. (4) The reactants are [Br:1][C:2]1[CH:3]=[C:4]2[C:8](=[CH:9][CH:10]=1)[NH:7][CH:6]=[CH:5]2.[H-].[Na+].Br[CH2:14][C:15]([O:17][CH2:18][CH3:19])=[O:16]. The catalyst is CN(C=O)C.O. The product is [Br:1][C:2]1[CH:3]=[C:4]2[C:8](=[CH:9][CH:10]=1)[N:7]([CH2:14][C:15]([O:17][CH2:18][CH3:19])=[O:16])[CH:6]=[CH:5]2. The yield is 1.00. (5) The reactants are Cl[C:2]1[N:7]=[CH:6][N:5]=[C:4]([N:8]2[C:16]3[C:11](=[CH:12][CH:13]=[CH:14][CH:15]=3)[C:10]([C:17]([NH2:19])=[O:18])=[N:9]2)[CH:3]=1.[C:20]([C@:22]1([OH:29])[CH2:26][CH2:25][N:24]([CH3:27])[C:23]1=[O:28])#[CH:21]. No catalyst specified. The product is [OH:29][C@@:22]1([C:20]#[C:21][C:2]2[N:7]=[CH:6][N:5]=[C:4]([N:8]3[C:16]4[C:11](=[CH:12][CH:13]=[CH:14][CH:15]=4)[C:10]([C:17]([NH2:19])=[O:18])=[N:9]3)[CH:3]=2)[CH2:26][CH2:25][N:24]([CH3:27])[C:23]1=[O:28]. The yield is 0.0400.